Task: Predict which catalyst facilitates the given reaction.. Dataset: Catalyst prediction with 721,799 reactions and 888 catalyst types from USPTO Reactant: CC1C=CC(S(O[CH2:12][CH2:13][CH2:14][C:15]2[C:23]3[C:18](=[CH:19][CH:20]=[C:21]([F:24])[CH:22]=3)[NH:17][CH:16]=2)(=O)=O)=CC=1.[CH3:25][O:26][C:27]1[CH:32]=[C:31]([O:33][CH3:34])[N:30]=[C:29]([N:35]2[CH2:40][CH2:39][NH:38][CH2:37][CH2:36]2)[N:28]=1.C(=O)([O-])[O-].[K+].[K+].[I-].[K+]. Product: [CH3:25][O:26][C:27]1[CH:32]=[C:31]([O:33][CH3:34])[N:30]=[C:29]([N:35]2[CH2:36][CH2:37][N:38]([CH2:12][CH2:13][CH2:14][C:15]3[C:23]4[C:18](=[CH:19][CH:20]=[C:21]([F:24])[CH:22]=4)[NH:17][CH:16]=3)[CH2:39][CH2:40]2)[N:28]=1. The catalyst class is: 10.